From a dataset of Full USPTO retrosynthesis dataset with 1.9M reactions from patents (1976-2016). Predict the reactants needed to synthesize the given product. (1) Given the product [F:23][C:20]1[CH:21]=[CH:22][C:17]([C:16]([NH:15][C:7]2[C:8]([CH3:14])=[C:9]([O:12][CH3:13])[CH:10]=[CH:11][C:6]=2[C:5]([OH:25])=[O:4])=[O:24])=[CH:18][CH:19]=1, predict the reactants needed to synthesize it. The reactants are: [Li+].[OH-].C[O:4][C:5](=[O:25])[C:6]1[CH:11]=[CH:10][C:9]([O:12][CH3:13])=[C:8]([CH3:14])[C:7]=1[NH:15][C:16](=[O:24])[C:17]1[CH:22]=[CH:21][C:20]([F:23])=[CH:19][CH:18]=1.O.CO. (2) Given the product [CH2:1]([O:3][C:4](=[O:47])[C:5]1[CH:10]=[CH:9][CH:8]=[CH:7][C:6]=1[C:11]1[C:20]2[CH2:21][N:22]([CH2:25][C:26]3[CH:27]=[CH:28][C:29]([F:32])=[CH:30][CH:31]=3)[C:23](=[O:24])[C:19]=2[C:18]([OH:33])=[C:17]2[C:12]=1[CH:13]=[CH:14][CH:15]=[N:16]2)[CH3:2].[C:50]([OH:52])([C:49]([F:54])([F:53])[F:48])=[O:51], predict the reactants needed to synthesize it. The reactants are: [CH2:1]([O:3][C:4](=[O:47])[C:5]1[CH:10]=[CH:9][CH:8]=[CH:7][C:6]=1[C:11]1[C:20]2[CH2:21][N:22]([CH2:25][C:26]3[CH:31]=[CH:30][C:29]([F:32])=[CH:28][CH:27]=3)[C:23](=[O:24])[C:19]=2[C:18]([O:33]C(C2C=CC=CC=2)C2C=CC=CC=2)=[C:17]2[C:12]=1[CH:13]=[CH:14][CH:15]=[N:16]2)[CH3:2].[F:48][C:49]([F:54])([F:53])[C:50]([OH:52])=[O:51].C([SiH](CC)CC)C. (3) Given the product [CH2:1]([O:8][C:9]([NH:11][C@H:12]1[CH2:16][CH2:17][N:18]([CH:19]2[CH2:24][CH2:23][N:22]([C:25]([O:27][C:28]([CH3:30])([CH3:29])[CH3:31])=[O:26])[CH2:21][C:20]2([CH3:33])[CH3:32])[C:13]1=[O:15])=[O:10])[C:2]1[CH:7]=[CH:6][CH:5]=[CH:4][CH:3]=1, predict the reactants needed to synthesize it. The reactants are: [CH2:1]([O:8][C:9]([NH:11][C@@H:12]([CH2:16][CH2:17][NH:18][CH:19]1[CH2:24][CH2:23][N:22]([C:25]([O:27][C:28]([CH3:31])([CH3:30])[CH3:29])=[O:26])[CH2:21][C:20]1([CH3:33])[CH3:32])[C:13]([OH:15])=O)=[O:10])[C:2]1[CH:7]=[CH:6][CH:5]=[CH:4][CH:3]=1.CCN(C(C)C)C(C)C.CN(C(ON1N=NC2C=CC=CC1=2)=[N+](C)C)C.F[P-](F)(F)(F)(F)F.[OH-].[Na+]. (4) The reactants are: [NH:1]1[C:9]2[C:4](=[CH:5][C:6]([NH:10][C:11]3[C:12]4[CH:19]=[C:18]([C:20]([OH:22])=O)[NH:17][C:13]=4[N:14]=[CH:15][N:16]=3)=[CH:7][CH:8]=2)[CH:3]=[N:2]1.[CH3:23][N:24]1[CH2:29][CH2:28][NH:27][CH2:26][CH2:25]1. Given the product [NH:1]1[C:9]2[C:4](=[CH:5][C:6]([NH:10][C:11]3[C:12]4[CH:19]=[C:18]([C:20]([N:27]5[CH2:28][CH2:29][N:24]([CH3:23])[CH2:25][CH2:26]5)=[O:22])[NH:17][C:13]=4[N:14]=[CH:15][N:16]=3)=[CH:7][CH:8]=2)[CH:3]=[N:2]1, predict the reactants needed to synthesize it. (5) Given the product [Cl:34][C:6]1[N:10]=[C:9]([CH:11]2[CH2:16][CH:15]([C:17]3[CH:22]=[CH:21][C:20]([CH2:23][CH3:24])=[CH:19][CH:18]=3)[CH2:14][N:13]([C:25]([N:27]3[CH2:32][CH2:31][CH:30]([OH:33])[CH2:29][CH2:28]3)=[O:26])[CH2:12]2)[O:8][N:7]=1, predict the reactants needed to synthesize it. The reactants are: N([O-])=O.[Na+].N[C:6]1[N:10]=[C:9]([CH:11]2[CH2:16][CH:15]([C:17]3[CH:22]=[CH:21][C:20]([CH2:23][CH3:24])=[CH:19][CH:18]=3)[CH2:14][N:13]([C:25]([N:27]3[CH2:32][CH2:31][CH:30]([OH:33])[CH2:29][CH2:28]3)=[O:26])[CH2:12]2)[O:8][N:7]=1.[ClH:34]. (6) Given the product [N+:20]([C:18]1[CH:17]=[CH:16][C:10]2[O:11][CH2:12][C@H:13]([CH2:15][OH:14])[O:8][C:9]=2[CH:19]=1)([O-:22])=[O:21], predict the reactants needed to synthesize it. The reactants are: C([O:8][C:9]1[CH:19]=[C:18]([N+:20]([O-:22])=[O:21])[CH:17]=[CH:16][C:10]=1[O:11][CH2:12][C@H:13]1[CH2:15][O:14]1)C1C=CC=CC=1.C(=O)(O)[O-].[Na+].C1CC=CCC=1.